From a dataset of Forward reaction prediction with 1.9M reactions from USPTO patents (1976-2016). Predict the product of the given reaction. The product is: [F:1][C:2]1[CH:3]=[CH:4][C:5]([N:8]2[C:12](=[O:13])[CH2:11][CH:10]([C:14]([O:16][CH2:17][CH3:18])=[O:15])[CH2:9]2)=[CH:6][CH:7]=1. Given the reactants [F:1][C:2]1[CH:7]=[CH:6][C:5]([N:8]2[C:12](=[O:13])[CH2:11][CH:10]([C:14]([OH:16])=[O:15])[CH2:9]2)=[CH:4][CH:3]=1.[CH2:17](O)[CH3:18], predict the reaction product.